Dataset: Full USPTO retrosynthesis dataset with 1.9M reactions from patents (1976-2016). Task: Predict the reactants needed to synthesize the given product. Given the product [OH:20][CH2:19][CH2:18][CH2:17][C:14]1[C:15](=[O:16])[N:10]([CH2:9][C:6]2[CH:5]=[CH:4][C:3]([O:2][CH3:1])=[CH:8][CH:7]=2)[NH:11][C:12](=[O:26])[CH:13]=1, predict the reactants needed to synthesize it. The reactants are: [CH3:1][O:2][C:3]1[CH:8]=[CH:7][C:6]([CH2:9][N:10]2[C:15](=[O:16])[C:14]([CH2:17][CH2:18][C:19](OCCCC)=[O:20])=[CH:13][C:12](=[O:26])[NH:11]2)=[CH:5][CH:4]=1.[H-].[Al+3].[Li+].[H-].[H-].[H-].Cl.